This data is from Forward reaction prediction with 1.9M reactions from USPTO patents (1976-2016). The task is: Predict the product of the given reaction. Given the reactants [H-].[Al+3].[Li+].[H-].[H-].[H-].[CH3:7][N:8]1[C:16]2[C:11](=[CH:12][CH:13]=[CH:14][C:15]=2[CH3:17])[C:10]([CH3:19])([CH3:18])[C:9]1=O.S([O-])([O-])(=O)=O.[Na+].[Na+], predict the reaction product. The product is: [CH3:7][N:8]1[C:16]2[C:11](=[CH:12][CH:13]=[CH:14][C:15]=2[CH3:17])[C:10]([CH3:19])([CH3:18])[CH2:9]1.